Dataset: Reaction yield outcomes from USPTO patents with 853,638 reactions. Task: Predict the reaction yield, written as a fraction of the theoretical maximum amount of product (1.0 means a 100% yield; for example, 0.34 means a 34% yield). (1) The reactants are [CH3:1][O:2][C:3](=O)[CH2:4][NH:5][C:6](=O)[C:7]([O:9][CH2:10][CH3:11])=[O:8].P12(SP3(SP(SP(S3)(S1)=S)(=S)S2)=S)=[S:15].C(Cl)Cl. The catalyst is C(Cl)(Cl)Cl. The product is [CH3:1][O:2][C:3]1[S:15][C:6]([C:7]([O:9][CH2:10][CH3:11])=[O:8])=[N:5][CH:4]=1. The yield is 0.0700. (2) The reactants are [C:1]([C:5]1[CH:9]=[C:8]([C:10]2[CH:15]=[CH:14][CH:13]=[CH:12][CH:11]=2)[N:7]([CH2:16][C:17]2[CH:38]=[CH:37][C:20]([CH2:21][O:22][C:23]3[CH:28]=[CH:27][C:26]([CH2:29][CH2:30][C:31]([O:33]CC)=[O:32])=[C:25]([F:36])[CH:24]=3)=[CH:19][CH:18]=2)[N:6]=1)([CH3:4])([CH3:3])[CH3:2].[OH-].[Na+].Cl. The catalyst is CO.O1CCCC1.O. The product is [C:1]([C:5]1[CH:9]=[C:8]([C:10]2[CH:11]=[CH:12][CH:13]=[CH:14][CH:15]=2)[N:7]([CH2:16][C:17]2[CH:38]=[CH:37][C:20]([CH2:21][O:22][C:23]3[CH:28]=[CH:27][C:26]([CH2:29][CH2:30][C:31]([OH:33])=[O:32])=[C:25]([F:36])[CH:24]=3)=[CH:19][CH:18]=2)[N:6]=1)([CH3:4])([CH3:2])[CH3:3]. The yield is 0.180. (3) The reactants are [Br:1][C:2]1[CH:3]=[C:4]2[C:9](=[CH:10][CH:11]=1)[C:8]([CH3:13])([CH3:12])[NH:7][C:6](=[O:14])[CH2:5]2.[CH3:15]OC(N(C)C)OC.[CH3:23][N:24]1[CH2:29][CH2:28][N:27]([C:30]2[CH:35]=[CH:34][C:33]([NH2:36])=[CH:32][CH:31]=2)[CH2:26][CH2:25]1. The catalyst is CN(C=O)C.C1(C)C=CC=CC=1. The product is [Br:1][C:2]1[CH:3]=[C:4]2[C:9](=[CH:10][CH:11]=1)[C:8]([CH3:12])([CH3:13])[NH:7][C:6](=[O:14])[C:5]2=[CH:15][NH:36][C:33]1[CH:34]=[CH:35][C:30]([N:27]2[CH2:26][CH2:25][N:24]([CH3:23])[CH2:29][CH2:28]2)=[CH:31][CH:32]=1. The yield is 0.310. (4) The reactants are [CH3:1][C:2]1[N:7]=[C:6]([C:8]2[CH:13]=[CH:12][CH:11]=[C:10]([C:14]3[CH:15]=[C:16]([S:20](Cl)(=[O:22])=[O:21])[CH:17]=[CH:18][CH:19]=3)[N:9]=2)[CH:5]=[C:4]([C:24]2[CH:29]=[CH:28][C:27]([C:30]([F:33])([F:32])[F:31])=[CH:26][CH:25]=2)[CH:3]=1.[CH3:34][O:35][CH2:36][CH2:37][O:38][CH2:39][CH2:40][O:41][CH2:42][CH2:43][NH2:44]. The catalyst is C1COCC1.CCOC(C)=O. The product is [CH3:34][O:35][CH2:36][CH2:37][O:38][CH2:39][CH2:40][O:41][CH2:42][CH2:43][NH:44][S:20]([C:16]1[CH:17]=[CH:18][CH:19]=[C:14]([C:10]2[N:9]=[C:8]([C:6]3[CH:5]=[C:4]([C:24]4[CH:29]=[CH:28][C:27]([C:30]([F:32])([F:31])[F:33])=[CH:26][CH:25]=4)[CH:3]=[C:2]([CH3:1])[N:7]=3)[CH:13]=[CH:12][CH:11]=2)[CH:15]=1)(=[O:22])=[O:21]. The yield is 0.710. (5) The reactants are [CH3:1][NH:2][C:3]1[CH:8]=[CH:7][CH:6]=[C:5]([NH2:9])[N:4]=1.Cl[C:11]1[CH:16]=[C:15]([Cl:17])[N:14]=[CH:13][N:12]=1.CCN(C(C)C)C(C)C. The catalyst is C(O)CCC. The product is [Cl:17][C:15]1[N:14]=[CH:13][N:12]=[C:11]([NH:9][C:5]2[CH:6]=[CH:7][CH:8]=[C:3]([NH:2][CH3:1])[N:4]=2)[CH:16]=1. The yield is 0.330. (6) The catalyst is C(Cl)Cl. The product is [N:25]1([CH:30]2[CH2:35][CH2:34][N:33]([S:20]([C:17]3[CH:18]=[CH:19][C:14]([CH2:13][NH:12][C:10]([C:8]4[CH:7]=[CH:6][C:5]5[N:4]([CH:3]=[CH:2][N:1]=5)[CH:9]=4)=[O:11])=[CH:15][CH:16]=3)(=[O:22])=[O:21])[CH2:32][CH2:31]2)[CH2:29][CH2:28][CH2:27][CH2:26]1. The yield is 0.0600. The reactants are [N:1]1[CH:2]=[CH:3][N:4]2[CH:9]=[C:8]([C:10]([NH:12][CH2:13][C:14]3[CH:19]=[CH:18][C:17]([S:20](Cl)(=[O:22])=[O:21])=[CH:16][CH:15]=3)=[O:11])[CH:7]=[CH:6][C:5]=12.Cl.[N:25]1([CH:30]2[CH2:35][CH2:34][NH:33][CH2:32][CH2:31]2)[CH2:29][CH2:28][CH2:27][CH2:26]1.C(N(CC)CC)C. (7) The reactants are [CH3:1][O:2][C:3](=[O:20])[CH2:4][CH2:5][C:6]1[C:11]([O:12][CH2:13][CH2:14][CH2:15][CH2:16][CH2:17][OH:18])=[CH:10][CH:9]=[CH:8][C:7]=1[OH:19].[CH2:21]([O:28][C:29]([NH:31][CH2:32][CH2:33][O:34][CH2:35][CH2:36][O:37][CH2:38][CH2:39][O:40][CH2:41][CH2:42]I)=[O:30])[C:22]1[CH:27]=[CH:26][CH:25]=[CH:24][CH:23]=1.C([O-])([O-])=O.[K+].[K+]. The catalyst is CS(C)=O. The product is [CH3:1][O:2][C:3](=[O:20])[CH2:4][CH2:5][C:6]1[C:11]([O:12][CH2:13][CH2:14][CH2:15][CH2:16][CH2:17][OH:18])=[CH:10][CH:9]=[CH:8][C:7]=1[O:19][CH2:42][CH2:41][O:40][CH2:39][CH2:38][O:37][CH2:36][CH2:35][O:34][CH2:33][CH2:32][NH:31][C:29]([O:28][CH2:21][C:22]1[CH:23]=[CH:24][CH:25]=[CH:26][CH:27]=1)=[O:30]. The yield is 0.236. (8) The reactants are [CH3:1][C:2]1[C:6]([CH2:7][N:8]2[CH:12]=[C:11]([N:13]3[CH2:18][CH2:17][CH2:16][NH:15][C:14]3=[O:19])[CH:10]=[N:9]2)=[C:5]([CH3:20])[O:4][N:3]=1.[H-].[Na+].[CH2:23](Br)[C:24]1[CH:29]=[CH:28][CH:27]=[CH:26][CH:25]=1. The catalyst is CN(C=O)C. The product is [CH2:23]([N:15]1[CH2:16][CH2:17][CH2:18][N:13]([C:11]2[CH:10]=[N:9][N:8]([CH2:7][C:6]3[C:2]([CH3:1])=[N:3][O:4][C:5]=3[CH3:20])[CH:12]=2)[C:14]1=[O:19])[C:24]1[CH:29]=[CH:28][CH:27]=[CH:26][CH:25]=1. The yield is 0.300. (9) The reactants are [F:1][C:2]1[C:7]([C:8]2[CH:13]=[C:12]([O:14][CH3:15])[CH:11]=[C:10]([O:16][CH3:17])[CH:9]=2)=[CH:6][C:5]([CH:18]=[O:19])=[C:4]([N+:20]([O-:22])=[O:21])[CH:3]=1.C1(C)C=CC(S(O)(=O)=O)=CC=1.[CH2:34](O)[CH2:35][OH:36]. The catalyst is C1(C)C=CC=CC=1.C(OCC)(=O)C. The product is [F:1][C:2]1[C:7]([C:8]2[CH:13]=[C:12]([O:14][CH3:15])[CH:11]=[C:10]([O:16][CH3:17])[CH:9]=2)=[CH:6][C:5]([CH:18]2[O:36][CH2:35][CH2:34][O:19]2)=[C:4]([N+:20]([O-:22])=[O:21])[CH:3]=1. The yield is 0.890. (10) The reactants are [Br:1][C:2]1[CH:3]=[C:4]([O:16][CH3:17])[CH:5]=[C:6]2[C:11]=1[NH:10][C:9]([C:12]([OH:14])=O)=[CH:8][C:7]2=[O:15].CN(C(ON1N=NC2C=CC=CC1=2)=[N+](C)C)C.[B-](F)(F)(F)F.C1C=CC2N(O)N=NC=2C=1.[O:50]1[CH2:55][CH2:54][N:53]([C:56]2[CH:62]=[CH:61][C:59]([NH2:60])=[CH:58][CH:57]=2)[CH2:52][CH2:51]1.C(N(C(C)C)CC)(C)C. The catalyst is CN(C)C=O. The product is [N:53]1([C:56]2[CH:57]=[CH:58][C:59]([NH:60][C:12]([C:9]3[NH:10][C:11]4[C:6]([C:7](=[O:15])[CH:8]=3)=[CH:5][C:4]([O:16][CH3:17])=[CH:3][C:2]=4[Br:1])=[O:14])=[CH:61][CH:62]=2)[CH2:52][CH2:51][O:50][CH2:55][CH2:54]1. The yield is 0.580.